Regression. Given two drug SMILES strings and cell line genomic features, predict the synergy score measuring deviation from expected non-interaction effect. From a dataset of NCI-60 drug combinations with 297,098 pairs across 59 cell lines. (1) Drug 1: CCCS(=O)(=O)NC1=C(C(=C(C=C1)F)C(=O)C2=CNC3=C2C=C(C=N3)C4=CC=C(C=C4)Cl)F. Drug 2: COC1=NC(=NC2=C1N=CN2C3C(C(C(O3)CO)O)O)N. Cell line: MCF7. Synergy scores: CSS=1.18, Synergy_ZIP=2.97, Synergy_Bliss=4.43, Synergy_Loewe=0.261, Synergy_HSA=1.10. (2) Drug 1: CC1=C(C(=CC=C1)Cl)NC(=O)C2=CN=C(S2)NC3=CC(=NC(=N3)C)N4CCN(CC4)CCO. Drug 2: CN(CCCl)CCCl.Cl. Cell line: HS 578T. Synergy scores: CSS=18.8, Synergy_ZIP=-6.36, Synergy_Bliss=-2.08, Synergy_Loewe=-54.3, Synergy_HSA=-1.61.